This data is from Full USPTO retrosynthesis dataset with 1.9M reactions from patents (1976-2016). The task is: Predict the reactants needed to synthesize the given product. Given the product [F:1][C:2]1[CH:3]=[CH:4][C:5]([CH:18]2[C:31]([C:32]([O:34][CH2:35][CH3:36])=[O:33])=[C:30]([CH3:37])[NH:27][C:26]([C:22]3[S:21][CH:25]=[CH:24][N:23]=3)=[N:28]2)=[C:6]([C:8]2[CH:9]=[CH:10][C:11]([C:14]([F:15])([F:16])[F:17])=[CH:12][CH:13]=2)[CH:7]=1, predict the reactants needed to synthesize it. The reactants are: [F:1][C:2]1[CH:7]=[C:6]([C:8]2[CH:13]=[CH:12][C:11]([C:14]([F:17])([F:16])[F:15])=[CH:10][CH:9]=2)[C:5]([CH:18]=O)=[CH:4][CH:3]=1.Cl.[S:21]1[CH:25]=[CH:24][N:23]=[C:22]1[C:26](=[NH:28])[NH2:27].O=[C:30]([CH3:37])[CH2:31][C:32]([O:34][CH2:35][CH3:36])=[O:33].